From a dataset of Forward reaction prediction with 1.9M reactions from USPTO patents (1976-2016). Predict the product of the given reaction. (1) Given the reactants [CH2:1]([O:3][C:4]([C:6]1([C:17](=O)[NH2:18])[CH2:9][N:8]([C:10]([O:12][C:13]([CH3:16])([CH3:15])[CH3:14])=[O:11])[CH2:7]1)=[O:5])[CH3:2].N1C=CC=CC=1.FC(F)(F)C(OC(=O)C(F)(F)F)=O, predict the reaction product. The product is: [CH2:1]([O:3][C:4]([C:6]1([C:17]#[N:18])[CH2:9][N:8]([C:10]([O:12][C:13]([CH3:15])([CH3:14])[CH3:16])=[O:11])[CH2:7]1)=[O:5])[CH3:2]. (2) Given the reactants [CH2:1]([O:8][CH2:9][C:10]([OH:12])=[O:11])[C:2]1[CH:7]=[CH:6][CH:5]=[CH:4][CH:3]=1.OS(O)(=O)=O.[CH3:18]O, predict the reaction product. The product is: [CH2:1]([O:8][CH2:9][C:10]([O:12][CH3:18])=[O:11])[C:2]1[CH:7]=[CH:6][CH:5]=[CH:4][CH:3]=1. (3) Given the reactants [NH2:1][C:2]1[CH:23]=[CH:22][C:5]([O:6][C:7]2[CH:8]=[CH:9][C:10]3[N:11]([CH:13]=[C:14]([NH:16][C:17]([CH:19]4[CH2:21][CH2:20]4)=[O:18])[N:15]=3)[CH:12]=2)=[C:4]([F:24])[CH:3]=1.[F:25][C:26]1[CH:31]=[C:30]([F:32])[CH:29]=[CH:28][C:27]=1[N:33]1[C:38]([CH3:39])=[CH:37][CH:36]=[C:35]([C:40](O)=[O:41])[C:34]1=[O:43].C(N(CC)C(C)C)(C)C.CN(C(ON1N=NC2C=CC=NC1=2)=[N+](C)C)C.F[P-](F)(F)(F)(F)F, predict the reaction product. The product is: [CH:19]1([C:17]([NH:16][C:14]2[N:15]=[C:10]3[CH:9]=[CH:8][C:7]([O:6][C:5]4[CH:22]=[CH:23][C:2]([NH:1][C:40]([C:35]5[C:34](=[O:43])[N:33]([C:27]6[CH:28]=[CH:29][C:30]([F:32])=[CH:31][C:26]=6[F:25])[C:38]([CH3:39])=[CH:37][CH:36]=5)=[O:41])=[CH:3][C:4]=4[F:24])=[CH:12][N:11]3[CH:13]=2)=[O:18])[CH2:21][CH2:20]1. (4) The product is: [NH2:13][C:12]1[CH:11]=[CH:10][C:5]([O:6][CH2:7][CH2:8][OH:9])=[CH:4][C:3]=1[O:2][CH3:1]. Given the reactants [CH3:1][O:2][C:3]1[CH:4]=[C:5]([CH:10]=[CH:11][C:12]=1[N+:13]([O-])=O)[O:6][CH2:7][CH2:8][OH:9], predict the reaction product. (5) Given the reactants [N+:1]([C:4]1[CH:5]=[C:6]([CH2:10][C:11]([OH:13])=O)[CH:7]=[CH:8][CH:9]=1)([O-:3])=[O:2].[NH2:14][CH:15]([CH2:23][CH3:24])[C:16]([O:18][CH2:19][CH:20]([CH3:22])[CH3:21])=[O:17], predict the reaction product. The product is: [CH2:19]([O:18][C:16](=[O:17])[CH:15]([NH:14][C:11](=[O:13])[CH2:10][C:6]1[CH:7]=[CH:8][CH:9]=[C:4]([N+:1]([O-:3])=[O:2])[CH:5]=1)[CH2:23][CH3:24])[CH:20]([CH3:21])[CH3:22]. (6) Given the reactants CS(O[CH2:6][CH2:7][O:8][C:9]1[C:14]([CH3:15])=[CH:13][C:12]([C:16]2[NH:25][C:24](=[O:26])[C:23]3[C:18](=[CH:19][C:20]([O:29][CH3:30])=[CH:21][C:22]=3[O:27][CH3:28])[N:17]=2)=[CH:11][C:10]=1[CH3:31])(=O)=O.[CH3:32][NH2:33], predict the reaction product. The product is: [CH3:31][C:10]1[CH:11]=[C:12]([C:16]2[NH:25][C:24](=[O:26])[C:23]3[C:18](=[CH:19][C:20]([O:29][CH3:30])=[CH:21][C:22]=3[O:27][CH3:28])[N:17]=2)[CH:13]=[C:14]([CH3:15])[C:9]=1[O:8][CH2:7][CH2:6][NH:33][CH3:32]. (7) Given the reactants C12(CC(NC3C([Cl:25])=C[CH:22]=[C:21]4[C:16]=3C=C[C:19]([CH:26]=[O:27])=[N:20]4)=O)CC3CC(CC(C3)C1)C2.[C:28]12([CH2:38][C:39]([NH:41][C:42]3[C:51]([CH3:52])=[CH:50][CH:49]=[C:48]4[C:43]=3[CH:44]=[CH:45][C:46](Cl)=[N:47]4)=[O:40])[CH2:37][CH:32]3[CH2:33][CH:34]([CH2:36][CH:30]([CH2:31]3)[CH2:29]1)[CH2:35]2.[NH2:54]CCCNCCO, predict the reaction product. The product is: [ClH:25].[C:28]12([CH2:38][C:39]([NH:41][C:42]3[C:51]([CH3:52])=[CH:50][CH:49]=[C:48]4[C:43]=3[CH:44]=[CH:45][C:46]([NH:54][CH2:22][CH:21]([NH:20][CH2:19][CH2:26][OH:27])[CH3:16])=[N:47]4)=[O:40])[CH2:37][CH:32]3[CH2:33][CH:34]([CH2:36][CH:30]([CH2:31]3)[CH2:29]1)[CH2:35]2.